Dataset: Peptide-MHC class I binding affinity with 185,985 pairs from IEDB/IMGT. Task: Regression. Given a peptide amino acid sequence and an MHC pseudo amino acid sequence, predict their binding affinity value. This is MHC class I binding data. (1) The peptide sequence is IPRLLRTFL. The MHC is HLA-B27:05 with pseudo-sequence HLA-B27:05. The binding affinity (normalized) is 0.0847. (2) The peptide sequence is ALRTDYNASV. The MHC is HLA-A68:02 with pseudo-sequence HLA-A68:02. The binding affinity (normalized) is 0.334. (3) The peptide sequence is RWFVRNPFF. The MHC is SLA-30401 with pseudo-sequence SLA-30401. The binding affinity (normalized) is 0.259. (4) The peptide sequence is KVLSIMAFIL. The MHC is HLA-A02:02 with pseudo-sequence HLA-A02:02. The binding affinity (normalized) is 0.922. (5) The binding affinity (normalized) is 0. The MHC is HLA-B40:02 with pseudo-sequence HLA-B40:02. The peptide sequence is RPMTFKAAV.